Dataset: Full USPTO retrosynthesis dataset with 1.9M reactions from patents (1976-2016). Task: Predict the reactants needed to synthesize the given product. (1) Given the product [CH:15]([C:18]1[CH:23]=[CH:22][C:21]([C:24]([C:2]2[CH:7]=[CH:6][CH:5]=[CH:4][C:3]=2[O:8][CH3:9])([OH:28])[CH:25]([CH3:27])[CH3:26])=[CH:20][CH:19]=1)([CH3:17])[CH3:16], predict the reactants needed to synthesize it. The reactants are: Br[C:2]1[CH:7]=[CH:6][CH:5]=[CH:4][C:3]=1[O:8][CH3:9].C([Li])CCC.[CH:15]([C:18]1[CH:23]=[CH:22][C:21]([C:24](=[O:28])[CH:25]([CH3:27])[CH3:26])=[CH:20][CH:19]=1)([CH3:17])[CH3:16].O. (2) The reactants are: [C:1]([O:5][C:6]([CH2:8][N:9]1[CH2:20][CH2:19][NH:18][CH2:17][CH2:16][N:15]([CH2:21][C:22]([O:24][C:25]([CH3:28])([CH3:27])[CH3:26])=[O:23])[CH2:14][CH2:13][N:12]([CH2:29][C:30]([O:32][C:33]([CH3:36])([CH3:35])[CH3:34])=[O:31])[CH2:11][CH2:10]1)=[O:7])([CH3:4])([CH3:3])[CH3:2].Cl[CH2:38][C:39]([NH:41][CH2:42][C:43]1[CH:48]=[CH:47][C:46]([C:49]([CH3:52])([CH3:51])[CH3:50])=[CH:45][CH:44]=1)=[O:40].C(=O)([O-])[O-].[K+].[K+]. Given the product [C:1]([O:5][C:6]([CH2:8][N:9]1[CH2:20][CH2:19][N:18]([CH2:38][C:39]([NH:41][CH2:42][C:43]2[CH:44]=[CH:45][C:46]([C:49]([CH3:52])([CH3:51])[CH3:50])=[CH:47][CH:48]=2)=[O:40])[CH2:17][CH2:16][N:15]([CH2:21][C:22]([O:24][C:25]([CH3:26])([CH3:27])[CH3:28])=[O:23])[CH2:14][CH2:13][N:12]([CH2:29][C:30]([O:32][C:33]([CH3:36])([CH3:35])[CH3:34])=[O:31])[CH2:11][CH2:10]1)=[O:7])([CH3:4])([CH3:2])[CH3:3], predict the reactants needed to synthesize it. (3) Given the product [N:40]1([C:45]2[CH:53]=[CH:52][C:48]([C:49]([O:1][CH:2]3[CH2:20][CH:19]4[N:4]([C:5](=[O:39])[CH:6]([NH:31][C:32]([O:34][C:35]([CH3:36])([CH3:38])[CH3:37])=[O:33])[CH2:7][CH2:8][CH2:9][CH2:10][CH2:11][CH:12]=[CH:13][CH:14]5[C:16]([C:22]([NH:24][S:25]([CH:28]6[CH2:30][CH2:29]6)(=[O:27])=[O:26])=[O:23])([NH:17][C:18]4=[O:21])[CH2:15]5)[CH2:3]3)=[O:50])=[CH:47][CH:46]=2)[CH:44]=[CH:43][CH:42]=[N:41]1, predict the reactants needed to synthesize it. The reactants are: [OH:1][CH:2]1[CH2:20][CH:19]2[N:4]([C:5](=[O:39])[CH:6]([NH:31][C:32]([O:34][C:35]([CH3:38])([CH3:37])[CH3:36])=[O:33])[CH2:7][CH2:8][CH2:9][CH2:10][CH2:11][CH:12]=[CH:13][CH:14]3[C:16]([C:22]([NH:24][S:25]([CH:28]4[CH2:30][CH2:29]4)(=[O:27])=[O:26])=[O:23])([NH:17][C:18]2=[O:21])[CH2:15]3)[CH2:3]1.[N:40]1([C:45]2[CH:53]=[CH:52][C:48]([C:49](Cl)=[O:50])=[CH:47][CH:46]=2)[CH:44]=[CH:43][CH:42]=[N:41]1.